This data is from Full USPTO retrosynthesis dataset with 1.9M reactions from patents (1976-2016). The task is: Predict the reactants needed to synthesize the given product. (1) Given the product [Br:35][C:32]1[CH:33]=[CH:34][C:29]([C:27]([CH3:2])=[CH2:26])=[CH:30][CH:31]=1, predict the reactants needed to synthesize it. The reactants are: [Br-].[C:2]1([PH+](C2C=CC=CC=2)C2C=CC=CC=2)C=CC=CC=1.[Li]CCCC.[CH3:26][C:27]([C:29]1[CH:34]=[CH:33][C:32]([Br:35])=[CH:31][CH:30]=1)=O. (2) Given the product [OH:1][CH:2]1[CH2:6][CH2:5][N:4]([C:7]([N:9]2[CH2:14][CH:13]([C:15]3[CH:16]=[CH:17][C:18]([O:21][C:22]([F:23])([F:25])[F:24])=[CH:19][CH:20]=3)[CH2:12][CH:11]([C:26]3[O:28][N:33]=[C:31]([CH3:32])[N:30]=3)[CH2:10]2)=[O:8])[CH2:3]1, predict the reactants needed to synthesize it. The reactants are: [OH:1][CH:2]1[CH2:6][CH2:5][N:4]([C:7]([N:9]2[CH2:14][CH:13]([C:15]3[CH:20]=[CH:19][C:18]([O:21][C:22]([F:25])([F:24])[F:23])=[CH:17][CH:16]=3)[CH2:12][CH:11]([C:26]([OH:28])=O)[CH2:10]2)=[O:8])[CH2:3]1.O[NH:30][C:31](=[NH:33])[CH3:32]. (3) Given the product [C:51]([CH:41]1[C:42]([C:43]2[CH:48]=[CH:47][CH:46]=[C:45]([O:49][CH3:50])[CH:44]=2)=[C:34]2[C:26](=[C:27]3[CH:28]=[CH:29][N:30]=[C:31]3[CH:32]=[CH:33]2)[O:25][C:40]1=[O:39])#[N:52], predict the reactants needed to synthesize it. The reactants are: COC1C=C(C=CC=1)C=O.C(CC(OCC)=O)#N.N1CCCCC1.[OH:25][C:26]1[CH:34]=[CH:33][CH:32]=[C:31]2[C:27]=1[CH:28]=[CH:29][NH:30]2.[H-].[Na+].C([O:39][C:40](=O)[C:41]([C:51]#[N:52])=[CH:42][C:43]1[CH:48]=[CH:47][CH:46]=[C:45]([O:49][CH3:50])[CH:44]=1)C. (4) Given the product [C:32]([N:35]1[C:44]2[C:39](=[CH:40][C:41]([O:46][CH3:47])=[C:42]([NH:45][C:2]3[NH:7][C:6]4=[N:8][CH:9]=[CH:10][C:5]4=[C:4]([NH:21][C:22]4[CH:30]=[CH:29][CH:28]=[C:27]([F:31])[C:23]=4[C:24]([NH2:26])=[O:25])[N:3]=3)[CH:43]=2)[CH2:38][CH2:37][CH2:36]1)(=[O:34])[CH3:33], predict the reactants needed to synthesize it. The reactants are: Cl[C:2]1[N:3]=[C:4]([NH:21][C:22]2[CH:30]=[CH:29][CH:28]=[C:27]([F:31])[C:23]=2[C:24]([NH2:26])=[O:25])[C:5]2[CH:10]=[CH:9][N:8](S(C3C=CC(C)=CC=3)(=O)=O)[C:6]=2[N:7]=1.[C:32]([N:35]1[C:44]2[C:39](=[CH:40][C:41]([O:46][CH3:47])=[C:42]([NH2:45])[CH:43]=2)[CH2:38][CH2:37][CH2:36]1)(=[O:34])[CH3:33].Cl.C(=O)(O)[O-].[Na+].[OH-].[K+]. (5) Given the product [N:1]1[CH:6]=[CH:5][CH:4]=[C:3]([CH2:7][NH:8][C:9]([C:11]2[S:15][C:14]([C:16]3[CH:20]=[CH:19][N:18]([CH2:23][C:24]4[CH:25]=[CH:26][C:27]([N:30]5[CH:34]=[CH:33][CH:32]=[CH:31]5)=[CH:28][CH:29]=4)[N:17]=3)=[N:13][C:12]=2[CH3:21])=[O:10])[CH:2]=1, predict the reactants needed to synthesize it. The reactants are: [N:1]1[CH:6]=[CH:5][CH:4]=[C:3]([CH2:7][NH:8][C:9]([C:11]2[S:15][C:14]([C:16]3[NH:17][N:18]=[CH:19][CH:20]=3)=[N:13][C:12]=2[CH3:21])=[O:10])[CH:2]=1.Br[CH2:23][C:24]1[CH:29]=[CH:28][C:27]([N:30]2[CH:34]=[CH:33][CH:32]=[CH:31]2)=[CH:26][CH:25]=1. (6) Given the product [NH2:1][C:2]1[CH:3]=[C:4]([CH:17]=[CH:18][C:19]=1[Cl:20])[C:5]([NH:24][CH2:23][C:22]([CH3:26])([CH3:25])[CH3:21])=[O:7], predict the reactants needed to synthesize it. The reactants are: [NH2:1][C:2]1[CH:3]=[C:4]([CH:17]=[CH:18][C:19]=1[Cl:20])[C:5]([O:7]N1C2C=CC=CC=2N=N1)=O.[CH3:21][C:22]([CH3:26])([CH3:25])[CH2:23][NH2:24].C(N(CC)CC)C.CN(C)C=O. (7) Given the product [Br:1][C:2]1[C:7]([CH3:8])=[CH:6][C:5]([NH2:9])=[CH:4][C:3]=1[CH3:13], predict the reactants needed to synthesize it. The reactants are: [Br:1][C:2]1[C:7]([CH3:8])=[CH:6][C:5]([NH:9]C(=O)C)=[CH:4][C:3]=1[CH3:13].Cl. (8) Given the product [NH2:10][C:9]1[C:8]2[CH:11]=[CH:12][CH:13]=[CH:14][C:7]=2[S:6][CH:5]=1, predict the reactants needed to synthesize it. The reactants are: COC([C:5]1[S:6][C:7]2[CH:14]=[CH:13][CH:12]=[CH:11][C:8]=2[C:9]=1[NH2:10])=O.N1CCNCC1. (9) Given the product [CH3:1][C@@H:2]1[CH2:6][CH2:5][CH2:4][N:3]1[CH2:7][CH2:8][C:9]1[CH:14]=[CH:13][C:12]([C:15]2[CH:16]=[CH:17][C:18]([C:21]3([C:26]([NH:30][CH2:31][C:32]([O:34][CH3:35])=[O:33])=[O:27])[CH2:25][CH2:24][CH2:23][CH2:22]3)=[CH:19][CH:20]=2)=[CH:11][CH:10]=1, predict the reactants needed to synthesize it. The reactants are: [CH3:1][C@@H:2]1[CH2:6][CH2:5][CH2:4][N:3]1[CH2:7][CH2:8][C:9]1[CH:14]=[CH:13][C:12]([C:15]2[CH:20]=[CH:19][C:18]([C:21]3([C:26](O)=[O:27])[CH2:25][CH2:24][CH2:23][CH2:22]3)=[CH:17][CH:16]=2)=[CH:11][CH:10]=1.Cl.[NH2:30][CH2:31][C:32]([O:34][CH3:35])=[O:33].CN(C(ON1N=NC2C=CC=NC1=2)=[N+](C)C)C.F[P-](F)(F)(F)(F)F.Cl. (10) Given the product [CH2:11]([O:8][C:5]1[C:6](=[O:7])[CH:1]=[C:2]([CH2:9][OH:10])[O:3][CH:4]=1)[C:12]1[CH:17]=[CH:16][CH:15]=[CH:14][CH:13]=1, predict the reactants needed to synthesize it. The reactants are: [CH:1]1[C:6](=[O:7])[C:5]([OH:8])=[CH:4][O:3][C:2]=1[CH2:9][OH:10].[CH2:11](Br)[C:12]1[CH:17]=[CH:16][CH:15]=[CH:14][CH:13]=1.